Dataset: Reaction yield outcomes from USPTO patents with 853,638 reactions. Task: Predict the reaction yield, written as a fraction of the theoretical maximum amount of product (1.0 means a 100% yield; for example, 0.34 means a 34% yield). (1) The reactants are [NH2:1][C:2]1[C:3]([C:9]([O:11][CH3:12])=[O:10])=[N:4][C:5](Br)=[CH:6][CH:7]=1.[F:13][C:14]1[CH:19]=[CH:18][CH:17]=[C:16]([F:20])[C:15]=1B(O)O. The catalyst is C1C=CC(P(C2C=CC=CC=2)[C-]2C=CC=C2)=CC=1.C1C=CC(P(C2C=CC=CC=2)[C-]2C=CC=C2)=CC=1.Cl[Pd]Cl.[Fe+2].C(Cl)Cl.COCCOC. The product is [NH2:1][C:2]1[C:3]([C:9]([O:11][CH3:12])=[O:10])=[N:4][C:5]([C:15]2[C:14]([F:13])=[CH:19][CH:18]=[CH:17][C:16]=2[F:20])=[CH:6][CH:7]=1. The yield is 0.470. (2) The reactants are [C:1]1([NH:7][NH2:8])[CH:6]=[CH:5][CH:4]=[CH:3][CH:2]=1.CC(C)([O-])C.[K+].[N:15]1[CH:20]=[CH:19][C:18]([C:21]2[C:30]3[C:25](=[CH:26][CH:27]=[C:28]([C:31]#[C:32][C:33](OCC)=[O:34])[CH:29]=3)[N:24]=[CH:23][CH:22]=2)=[CH:17][CH:16]=1. The catalyst is C1COCC1. The product is [C:1]1([N:7]2[C:31]([C:28]3[CH:29]=[C:30]4[C:25](=[CH:26][CH:27]=3)[N:24]=[CH:23][CH:22]=[C:21]4[C:18]3[CH:17]=[CH:16][N:15]=[CH:20][CH:19]=3)=[CH:32][C:33](=[O:34])[NH:8]2)[CH:6]=[CH:5][CH:4]=[CH:3][CH:2]=1. The yield is 0.0600.